The task is: Predict the reactants needed to synthesize the given product.. This data is from Full USPTO retrosynthesis dataset with 1.9M reactions from patents (1976-2016). Given the product [CH3:1][O:2][C:3](=[O:14])[C:4]1[CH:5]=[C:6]([Br:13])[CH:7]=[C:8]([NH2:10])[CH:9]=1, predict the reactants needed to synthesize it. The reactants are: [CH3:1][O:2][C:3](=[O:14])[C:4]1[CH:9]=[C:8]([N+:10]([O-])=O)[CH:7]=[C:6]([Br:13])[CH:5]=1.Cl[Sn]Cl.